Dataset: Peptide-MHC class I binding affinity with 185,985 pairs from IEDB/IMGT. Task: Regression. Given a peptide amino acid sequence and an MHC pseudo amino acid sequence, predict their binding affinity value. This is MHC class I binding data. (1) The peptide sequence is SIFINKLNGA. The MHC is HLA-A02:01 with pseudo-sequence HLA-A02:01. The binding affinity (normalized) is 0.306. (2) The peptide sequence is STVQQLTKRF. The MHC is HLA-A26:01 with pseudo-sequence HLA-A26:01. The binding affinity (normalized) is 0.184. (3) The peptide sequence is SLLFREVWK. The MHC is HLA-B15:01 with pseudo-sequence HLA-B15:01. The binding affinity (normalized) is 0.0847. (4) The peptide sequence is TLYCVHQEI. The MHC is HLA-A30:01 with pseudo-sequence HLA-A30:01. The binding affinity (normalized) is 0.101. (5) The peptide sequence is IISEEYLSK. The MHC is HLA-A03:01 with pseudo-sequence HLA-A03:01. The binding affinity (normalized) is 0.572. (6) The MHC is HLA-A03:01 with pseudo-sequence HLA-A03:01. The peptide sequence is LFYVSSIFLH. The binding affinity (normalized) is 0.195. (7) The peptide sequence is TYSPALNKM. The MHC is HLA-B08:02 with pseudo-sequence HLA-B08:02. The binding affinity (normalized) is 0.0847.